Dataset: Forward reaction prediction with 1.9M reactions from USPTO patents (1976-2016). Task: Predict the product of the given reaction. (1) Given the reactants CS(O[CH2:6][C:7]1[C:15]2[O:14][C:13]([CH:16]([CH3:18])[CH3:17])=[CH:12][C:11]=2[CH:10]=[C:9]([S:19]([CH3:22])(=[O:21])=[O:20])[CH:8]=1)(=O)=O.C([O-])([O-])=O.[K+].[K+].[CH3:29][C:30]1[CH:34]=[C:33]([C:35]([O:37][CH2:38][CH3:39])=[O:36])[NH:32][N:31]=1, predict the reaction product. The product is: [CH3:29][C:30]1[N:31]([CH2:6][C:7]2[C:15]3[O:14][C:13]([CH:16]([CH3:18])[CH3:17])=[CH:12][C:11]=3[CH:10]=[C:9]([S:19]([CH3:22])(=[O:21])=[O:20])[CH:8]=2)[N:32]=[C:33]([C:35]([O:37][CH2:38][CH3:39])=[O:36])[CH:34]=1. (2) Given the reactants C[O:2][C:3](=[O:40])[C@H:4]([NH:8][S:9]([C:12]1[CH:17]=[CH:16][C:15]([C:18]2[CH:23]=[CH:22][C:21]([NH:24][C:25]([C:27]3[O:28][C:29]4[CH:36]=[CH:35][C:34]([Br:37])=[C:33]([O:38][CH3:39])[C:30]=4[C:31]=3[CH3:32])=[O:26])=[CH:20][CH:19]=2)=[CH:14][CH:13]=1)(=[O:11])=[O:10])[CH:5]([CH3:7])[CH3:6].[Li+].[OH-], predict the reaction product. The product is: [Br:37][C:34]1[CH:35]=[CH:36][C:29]2[O:28][C:27]([C:25]([NH:24][C:21]3[CH:20]=[CH:19][C:18]([C:15]4[CH:14]=[CH:13][C:12]([S:9]([NH:8][C@H:4]([CH:5]([CH3:6])[CH3:7])[C:3]([OH:40])=[O:2])(=[O:10])=[O:11])=[CH:17][CH:16]=4)=[CH:23][CH:22]=3)=[O:26])=[C:31]([CH3:32])[C:30]=2[C:33]=1[O:38][CH3:39]. (3) The product is: [ClH:3].[N:40]12[CH2:45][CH2:44][CH:43]([CH2:42][CH2:41]1)[C@H:38]([NH:37][C:32]([C:29]1[S:30][C:31]3[C:23]([Br:22])=[CH:24][CH:25]=[CH:26][C:27]=3[CH:28]=1)=[O:34])[CH2:39]2. Given the reactants C(Cl)C[Cl:3].C1C=CC2N(O)N=NC=2C=1.C(N(CC)CC)C.[Br:22][C:23]1[C:31]2[S:30][C:29]([C:32]([OH:34])=O)=[CH:28][C:27]=2[CH:26]=[CH:25][CH:24]=1.Cl.Cl.[NH2:37][C@H:38]1[CH:43]2[CH2:44][CH2:45][N:40]([CH2:41][CH2:42]2)[CH2:39]1.C(=O)(O)[O-].[Na+], predict the reaction product. (4) Given the reactants ClC(Cl)(O[C:5](=[O:11])OC(Cl)(Cl)Cl)Cl.[CH2:13]([O:15][C:16]([CH:18]1[CH2:23][CH2:22][NH:21][CH2:20][CH2:19]1)=[O:17])[CH3:14].C(N(CC)C(C)C)(C)C.O.[NH2:34][NH2:35], predict the reaction product. The product is: [CH2:13]([O:15][C:16]([CH:18]1[CH2:23][CH2:22][N:21]([C:5]([NH:34][NH2:35])=[O:11])[CH2:20][CH2:19]1)=[O:17])[CH3:14]. (5) Given the reactants Cl.[N:2]1[CH:7]=[CH:6][C:5]([N:8]2[CH2:13][CH2:12][CH:11]([C:14](Cl)=[O:15])[CH2:10][CH2:9]2)=[CH:4][CH:3]=1.Cl.[NH2:18][CH2:19][CH2:20][NH:21][C:22](=[O:38])[CH2:23][NH:24][S:25]([C:28]1[CH:37]=[CH:36][C:35]2[C:30](=[CH:31][CH:32]=[CH:33][CH:34]=2)[CH:29]=1)(=[O:27])=[O:26], predict the reaction product. The product is: [CH:29]1[C:30]2[C:35](=[CH:34][CH:33]=[CH:32][CH:31]=2)[CH:36]=[CH:37][C:28]=1[S:25]([NH:24][CH2:23][C:22]([NH:21][CH2:20][CH2:19][NH:18][C:14]([CH:11]1[CH2:12][CH2:13][N:8]([C:5]2[CH:6]=[CH:7][N:2]=[CH:3][CH:4]=2)[CH2:9][CH2:10]1)=[O:15])=[O:38])(=[O:27])=[O:26]. (6) Given the reactants C(=O)([O-])[O-].[Cs+].[Cs+].[C:7]([N:15]1[CH2:20][CH2:19][N:18]([C:21](=[O:25])[CH:22](Br)[CH3:23])[C@H:17]([CH3:26])[CH2:16]1)(=[O:14])[C:8]1[CH:13]=[CH:12][CH:11]=[CH:10][CH:9]=1.[CH3:27][O:28][C:29](=[O:38])[C:30]1[CH:35]=[CH:34][CH:33]=[C:32]([OH:36])[C:31]=1[CH3:37], predict the reaction product. The product is: [CH3:27][O:28][C:29](=[O:38])[C:30]1[CH:35]=[CH:34][CH:33]=[C:32]([O:36][CH:22]([CH3:23])[C:21]([N:18]2[CH2:19][CH2:20][N:15]([C:7](=[O:14])[C:8]3[CH:13]=[CH:12][CH:11]=[CH:10][CH:9]=3)[CH2:16][C@H:17]2[CH3:26])=[O:25])[C:31]=1[CH3:37]. (7) Given the reactants ClC1C(Cl)=CC=CC=1N1[CH2:14][CH2:13][N:12]([CH2:15][CH2:16][CH2:17][CH2:18][O:19][C:20]2[CH:29]=[CH:28][C:27]3[C:22](=[C:23]([OH:30])[CH:24]=[CH:25][CH:26]=3)[N:21]=2)[CH2:11][CH2:10]1.[F:31][C:32]1[CH:33]=[C:34]2C(=[CH:40][CH:41]=1)CNCC2, predict the reaction product. The product is: [F:31][C:32]1[CH:41]=[C:40]2[C:10](=[CH:34][CH:33]=1)[CH2:11][N:12]([CH2:15][CH2:16][CH2:17][CH2:18][O:19][C:20]1[CH:29]=[CH:28][C:27]3[C:22](=[C:23]([OH:30])[CH:24]=[CH:25][CH:26]=3)[N:21]=1)[CH2:13][CH2:14]2.